The task is: Predict which catalyst facilitates the given reaction.. This data is from Catalyst prediction with 721,799 reactions and 888 catalyst types from USPTO. Reactant: [NH2:1][CH2:2][C:3]1[CH:4]=[C:5]([CH:11]=[C:12]([O:14][CH3:15])[N:13]=1)[C:6]([O:8][CH2:9][CH3:10])=[O:7].[CH:16]1[C:28]2[CH:27]([CH2:29][O:30][C:31]([N:33]=[C:34]=[S:35])=[O:32])[C:26]3[C:21](=[CH:22][CH:23]=[CH:24][CH:25]=3)[C:20]=2[CH:19]=[CH:18][CH:17]=1. Product: [CH2:9]([O:8][C:6]([C:5]1[CH:11]=[C:12]([O:14][CH3:15])[N:13]=[C:3]([CH2:2][NH:1][C:34]([NH:33][C:31]([O:30][CH2:29][CH:27]2[C:26]3[CH:25]=[CH:24][CH:23]=[CH:22][C:21]=3[C:20]3[C:28]2=[CH:16][CH:17]=[CH:18][CH:19]=3)=[O:32])=[S:35])[CH:4]=1)=[O:7])[CH3:10]. The catalyst class is: 11.